Dataset: Catalyst prediction with 721,799 reactions and 888 catalyst types from USPTO. Task: Predict which catalyst facilitates the given reaction. Reactant: [C:1]([OH:5])([CH3:4])([CH3:3])C.[C:6]([CH2:9][C:10](=[O:12])[CH3:11])(=[O:8])[CH3:7].Br[CH2:14][C:15]1[CH:20]=[CH:19][CH:18]=[C:17]([CH2:21]Br)[CH:16]=1.[I-].[K+].[CH2:25]([O:27]CC)[CH3:26]. Product: [C:17]1([CH2:21][CH:3]([C:25](=[O:27])[CH3:26])[C:1](=[O:5])[CH3:4])[CH:18]=[CH:19][CH:20]=[C:15]([CH2:14][CH:9]([C:10](=[O:12])[CH3:11])[C:6](=[O:8])[CH3:7])[CH:16]=1. The catalyst class is: 6.